This data is from Full USPTO retrosynthesis dataset with 1.9M reactions from patents (1976-2016). The task is: Predict the reactants needed to synthesize the given product. (1) Given the product [CH3:12][O:13][C:14]1[CH:15]=[C:16](/[C:17](=[CH:4]/[C:3]2[CH:6]=[CH:7][C:8]([F:11])=[C:9]([F:10])[C:2]=2[F:1])/[C:18]#[N:19])[CH:20]=[CH:21][C:22]=1[O:23][CH3:24], predict the reactants needed to synthesize it. The reactants are: [F:1][C:2]1[C:9]([F:10])=[C:8]([F:11])[CH:7]=[CH:6][C:3]=1[CH:4]=O.[CH3:12][O:13][C:14]1[CH:15]=[C:16]([CH:20]=[CH:21][C:22]=1[O:23][CH3:24])[CH2:17][C:18]#[N:19]. (2) Given the product [CH2:1]([S:3][C:4]1[CH:11]=[C:10]([CH3:12])[CH:9]=[CH:8][C:5]=1[CH2:6][NH2:7])[CH3:2], predict the reactants needed to synthesize it. The reactants are: [CH2:1]([S:3][C:4]1[CH:11]=[C:10]([CH3:12])[CH:9]=[CH:8][C:5]=1[C:6]#[N:7])[CH3:2].ClC1C=CC(SCC)=C(C=1)CN. (3) Given the product [CH:17]1([C:16]2[C:11]3[C:10](=[O:24])[NH:9][C:8]([C:5]4[CH:6]=[CH:7][C:2]([NH:32][CH2:31][CH2:30][O:29][CH3:28])=[CH:3][C:4]=4[O:25][CH2:26][CH3:27])=[N:13][C:12]=3[N:14]([CH3:23])[N:15]=2)[CH2:22][CH2:21][CH2:20][CH2:19][CH2:18]1, predict the reactants needed to synthesize it. The reactants are: Br[C:2]1[CH:7]=[CH:6][C:5]([C:8]2[NH:9][C:10](=[O:24])[C:11]3[C:16]([CH:17]4[CH2:22][CH2:21][CH2:20][CH2:19][CH2:18]4)=[N:15][N:14]([CH3:23])[C:12]=3[N:13]=2)=[C:4]([O:25][CH2:26][CH3:27])[CH:3]=1.[CH3:28][O:29][CH2:30][CH2:31][NH2:32]. (4) Given the product [Br:28][C:10]1[C:9]([CH:22]2[CH2:23][CH2:24][O:25][CH2:26][CH2:27]2)=[N:8][N:7]([C:1]2[CH:2]=[CH:3][CH:4]=[CH:5][CH:6]=2)[C:11]=1[NH:12][C:13]([NH:55][C@H:47]1[C@H:46]([C:41]2[CH:42]=[CH:43][C:44]([F:45])=[C:39]([F:38])[CH:40]=2)[CH2:50][N:49]([CH2:51][CH2:52][O:53][CH3:54])[CH2:48]1)=[O:21], predict the reactants needed to synthesize it. The reactants are: [C:1]1([N:7]2[C:11]([NH:12][C:13](=[O:21])OC3C=CC=CC=3)=[CH:10][C:9]([CH:22]3[CH2:27][CH2:26][O:25][CH2:24][CH2:23]3)=[N:8]2)[CH:6]=[CH:5][CH:4]=[CH:3][CH:2]=1.[Br:28]N1C(=O)CCC1=O.Cl.Cl.[F:38][C:39]1[CH:40]=[C:41]([C@@H:46]2[CH2:50][N:49]([CH2:51][CH2:52][O:53][CH3:54])[CH2:48][C@H:47]2[NH2:55])[CH:42]=[CH:43][C:44]=1[F:45].CCN(C(C)C)C(C)C. (5) Given the product [Cl:27][C:28]1[CH:33]=[C:32]([C:2]2[CH:3]=[C:4]3[C:9](=[CH:10][CH:11]=2)[N:8]=[CH:7][C:6]([C:12](=[O:14])[CH3:13])=[C:5]3[NH:15][C:16]2[CH:21]=[CH:20][C:19]([CH2:22][CH2:23][N:24]([CH3:26])[CH3:25])=[CH:18][CH:17]=2)[CH:31]=[C:30]([F:43])[C:29]=1[OH:44], predict the reactants needed to synthesize it. The reactants are: Br[C:2]1[CH:3]=[C:4]2[C:9](=[CH:10][CH:11]=1)[N:8]=[CH:7][C:6]([C:12](=[O:14])[CH3:13])=[C:5]2[NH:15][C:16]1[CH:21]=[CH:20][C:19]([CH2:22][CH2:23][N:24]([CH3:26])[CH3:25])=[CH:18][CH:17]=1.[Cl:27][C:28]1[CH:33]=[C:32](B2OC(C)(C)C(C)(C)O2)[CH:31]=[C:30]([F:43])[C:29]=1[OH:44].